Dataset: Full USPTO retrosynthesis dataset with 1.9M reactions from patents (1976-2016). Task: Predict the reactants needed to synthesize the given product. (1) Given the product [C:8]([CH:12]([CH2:18][C:19]1[CH:24]=[CH:23][C:22]([O:25][CH3:26])=[CH:21][C:20]=1[CH2:27][NH:28][CH2:29][C:30]([F:31])([F:33])[F:32])[CH2:13][C:14]([O:16][CH3:17])=[O:15])([O:10][CH3:11])=[O:9], predict the reactants needed to synthesize it. The reactants are: C(O)(C(F)(F)F)=O.[C:8]([CH:12]([CH2:18][C:19]1[CH:24]=[CH:23][C:22]([O:25][CH3:26])=[CH:21][C:20]=1[CH2:27][N:28](C(OC(C)(C)C)=O)[CH2:29][C:30]([F:33])([F:32])[F:31])[CH2:13][C:14]([O:16][CH3:17])=[O:15])([O:10][CH3:11])=[O:9]. (2) Given the product [N:6]1([C:11]2[C:19]3[C:14](=[N:15][CH:16]=[C:17]([NH2:20])[CH:18]=3)[NH:13][N:12]=2)[CH:10]=[CH:9][N:8]=[CH:7]1, predict the reactants needed to synthesize it. The reactants are: O.O.Cl[Sn]Cl.[N:6]1([C:11]2[C:19]3[C:14](=[N:15][CH:16]=[C:17]([N+:20]([O-])=O)[CH:18]=3)[NH:13][N:12]=2)[CH:10]=[CH:9][N:8]=[CH:7]1.C(=O)(O)[O-].[Na+]. (3) Given the product [Br:1][C:2]1[CH:3]=[CH:4][C:5]([C:8]2[O:12][N:11]=[C:10]([CH3:13])[C:9]=2[NH:14][CH:24]([CH3:25])[CH2:23][CH2:22][C:18]2[CH:19]=[CH:20][CH:21]=[C:16]([F:15])[CH:17]=2)=[CH:6][CH:7]=1, predict the reactants needed to synthesize it. The reactants are: [Br:1][C:2]1[CH:7]=[CH:6][C:5]([C:8]2[O:12][N:11]=[C:10]([CH3:13])[C:9]=2[NH2:14])=[CH:4][CH:3]=1.[F:15][C:16]1[CH:17]=[C:18]([CH2:22][CH2:23][C:24](=O)[CH3:25])[CH:19]=[CH:20][CH:21]=1. (4) Given the product [NH2:1][C:4]1[CH:5]=[C:6]([C@H:18]([OH:21])[CH2:19][Br:20])[CH:7]=[CH:8][C:9]=1[O:10][CH2:11][C:12]1[CH:17]=[CH:16][CH:15]=[CH:14][CH:13]=1, predict the reactants needed to synthesize it. The reactants are: [N+:1]([C:4]1[CH:5]=[C:6]([C@H:18]([OH:21])[CH2:19][Br:20])[CH:7]=[CH:8][C:9]=1[O:10][CH2:11][C:12]1[CH:17]=[CH:16][CH:15]=[CH:14][CH:13]=1)([O-])=O.C1COCC1. (5) Given the product [C:6]1([C:5]2[N:13]=[C:23]([OH:24])[CH:22]=[C:14]([C:15]3[CH:20]=[CH:19][CH:18]=[CH:17][CH:16]=3)[N:12]=2)[CH:11]=[CH:10][CH:9]=[CH:8][CH:7]=1, predict the reactants needed to synthesize it. The reactants are: [OH-].[Na+].O.Cl.[C:5]([NH2:13])(=[NH:12])[C:6]1[CH:11]=[CH:10][CH:9]=[CH:8][CH:7]=1.[C:14]([CH2:22][C:23](OCC)=[O:24])(=O)[C:15]1[CH:20]=[CH:19][CH:18]=[CH:17][CH:16]=1.C(O)C. (6) Given the product [CH3:39][O:42][CH2:25][CH2:24][S:23][C:20]1[CH:19]=[C:18]([O:30][C:31]2[C:32]([CH3:37])=[N:33][CH:34]=[CH:35][CH:36]=2)[C:17]([NH:16][C:14]2[S:13][N:12]=[C:11]([C@H:2]3[CH2:3][O:4][C:5]4([CH2:6][CH2:7][CH2:8][CH2:9][CH2:10]4)[O:1]3)[N:15]=2)=[N:22][CH:21]=1, predict the reactants needed to synthesize it. The reactants are: [O:1]1[C:5]2([CH2:10][CH2:9][CH2:8][CH2:7][CH2:6]2)[O:4][CH2:3][C@@H:2]1[C:11]1[N:15]=[C:14]([NH:16][C:17]2[N:22]=[CH:21][C:20]([S:23][CH2:24][CH2:25]C(OC)=O)=[CH:19][C:18]=2[O:30][C:31]2[C:32]([CH3:37])=[N:33][CH:34]=[CH:35][CH:36]=2)[S:13][N:12]=1.C[C:39]([O-:42])(C)C.[K+].BrCCOC. (7) Given the product [F:9][C:10]1[C:15]([N+:16]([O-:18])=[O:17])=[CH:14][C:13]([N:19]2[CH2:20][C:21]3[CH:26]=[N:25][C:24]([N:27]([O:29][CH3:30])[CH3:28])=[CH:23][C:22]=3[N:31]([CH:32]([CH3:33])[CH3:34])[C:4]2=[O:3])=[C:12]([CH3:35])[CH:11]=1, predict the reactants needed to synthesize it. The reactants are: O=C(Cl)[O:3][C:4](Cl)(Cl)Cl.[F:9][C:10]1[C:15]([N+:16]([O-:18])=[O:17])=[CH:14][C:13]([NH:19][CH2:20][C:21]2[C:22]([NH:31][CH:32]([CH3:34])[CH3:33])=[CH:23][C:24]([N:27]([O:29][CH3:30])[CH3:28])=[N:25][CH:26]=2)=[C:12]([CH3:35])[CH:11]=1.CCN(CC)CC. (8) Given the product [O:11]1[C:10]2[CH:9]=[CH:8][C:5]([CH2:6][NH:7][C:12](=[O:14])[CH3:13])=[CH:4][C:3]=2[O:2][CH2:1]1, predict the reactants needed to synthesize it. The reactants are: [CH2:1]1[O:11][C:10]2[CH:9]=[CH:8][C:5]([CH2:6][NH2:7])=[CH:4][C:3]=2[O:2]1.[C:12](OC(=O)C)(=[O:14])[CH3:13].[OH-].[Na+].